Dataset: Reaction yield outcomes from USPTO patents with 853,638 reactions. Task: Predict the reaction yield, written as a fraction of the theoretical maximum amount of product (1.0 means a 100% yield; for example, 0.34 means a 34% yield). (1) The reactants are Br[C:2]1[CH:7]=[C:6]([F:8])[CH:5]=[C:4]([F:9])[CH:3]=1.[C:10]([N:17]1[CH2:22][CH2:21][NH:20][CH2:19][CH2:18]1)([O:12][C:13]([CH3:16])([CH3:15])[CH3:14])=[O:11]. No catalyst specified. The product is [F:9][C:4]1[CH:3]=[C:2]([N:20]2[CH2:19][CH2:18][N:17]([C:10]([O:12][C:13]([CH3:16])([CH3:15])[CH3:14])=[O:11])[CH2:22][CH2:21]2)[CH:7]=[C:6]([F:8])[CH:5]=1. The yield is 0.967. (2) The reactants are [C:1]([O:4][C:5]1[CH:10]=[CH:9][C:8](I)=[CH:7][CH:6]=1)(=[O:3])[CH3:2].[CH2:12]([O:15][CH:16]1[CH2:21][CH2:20][O:19][CH2:18][CH2:17]1)[CH:13]=[CH2:14].C1(P(C2C=CC=CC=2)C2C=CC=CC=2)C=CC=CC=1. The catalyst is CN(C)C=O.C(OCC)(=O)C.C([O-])(=O)C.[Pd+2].C([O-])(=O)C.C([O-])(=O)C.[Ag+]. The product is [C:1]([O:4][C:5]1[CH:10]=[CH:9][C:8]([CH:14]=[CH:13][CH2:12][O:15][CH:16]2[CH2:21][CH2:20][O:19][CH2:18][CH2:17]2)=[CH:7][CH:6]=1)(=[O:3])[CH3:2]. The yield is 0.230. (3) The reactants are [CH3:1][N:2]1[C:13](=[O:14])[C@H:12]([CH2:15][C:16]([O:18]C(C)(C)C)=[O:17])[CH2:11][CH:10]=[CH:9][CH2:8][CH2:7][C:6](=[O:23])[O:5][C@H:4]([C:24]2[CH:29]=[CH:28][CH:27]=[CH:26][CH:25]=2)[CH2:3]1.FC(F)(F)C(O)=O. The catalyst is C(Cl)Cl. The product is [CH3:1][N:2]1[C:13](=[O:14])[C@H:12]([CH2:15][C:16]([OH:18])=[O:17])[CH2:11][CH:10]=[CH:9][CH2:8][CH2:7][C:6](=[O:23])[O:5][C@H:4]([C:24]2[CH:25]=[CH:26][CH:27]=[CH:28][CH:29]=2)[CH2:3]1. The yield is 1.00. (4) The reactants are [Br:1][C:2]1[CH:3]=[C:4]2[C:9](=[CH:10][CH:11]=1)[O:8][C:7]1([CH3:16])[CH2:12][O:13][CH2:14][CH2:15][CH:6]1[C:5]2=O.[OH-].[Na+].[CH2:20]1COCC1. The catalyst is [CH3-].C[Al+]C.[CH-]1C=CC=C1.[CH-]1C=CC=C1.[Cl-].[Ti+3]. The product is [Br:1][C:2]1[CH:3]=[C:4]2[C:9](=[CH:10][CH:11]=1)[O:8][C:7]1([CH3:16])[CH2:12][O:13][CH2:14][CH2:15][CH:6]1[C:5]2=[CH2:20]. The yield is 0.420.